Dataset: Catalyst prediction with 721,799 reactions and 888 catalyst types from USPTO. Task: Predict which catalyst facilitates the given reaction. (1) Reactant: [Cl:1][C:2]1[C:3]([CH3:31])=[C:4]([NH:10][C@H:11]([C@@H:28]([OH:30])[CH3:29])[C:12]([NH:14][NH:15][C:16](=O)[C:17]2[CH:22]=[CH:21][C:20]([S:23]([CH3:26])(=[O:25])=[O:24])=[CH:19][CH:18]=2)=[O:13])[CH:5]=[CH:6][C:7]=1[C:8]#[N:9].S(Cl)(C1C=CC(C)=CC=1)(=O)=O.C(N=P1(N(CC)CC)N(C)CCCN1C)(C)(C)C. Product: [Cl:1][C:2]1[C:3]([CH3:31])=[C:4]([NH:10][C@@H:11]([C:12]2[O:13][C:16]([C:17]3[CH:18]=[CH:19][C:20]([S:23]([CH3:26])(=[O:24])=[O:25])=[CH:21][CH:22]=3)=[N:15][N:14]=2)[C@@H:28]([OH:30])[CH3:29])[CH:5]=[CH:6][C:7]=1[C:8]#[N:9]. The catalyst class is: 1. (2) Reactant: Cl.NO.C([N:7](CC)C(C)C)(C)C.C(O)C.[F:16][C:17]([F:50])([F:49])[C:18]1[CH:19]=[C:20]([CH:46]=[CH:47][CH:48]=1)[C:21]([NH:23][C:24]1[CH:25]=[C:26]([CH:43]=[CH:44][CH:45]=1)[O:27][C:28]1[CH:29]=[CH:30][C:31]([NH:34][C:35]([NH:37]C(=O)OCC)=S)=[N:32][CH:33]=1)=[O:22]. Product: [NH2:37][C:35]1[N:34]=[C:31]2[CH:30]=[CH:29][C:28]([O:27][C:26]3[CH:25]=[C:24]([NH:23][C:21](=[O:22])[C:20]4[CH:46]=[CH:47][CH:48]=[C:18]([C:17]([F:16])([F:49])[F:50])[CH:19]=4)[CH:45]=[CH:44][CH:43]=3)=[CH:33][N:32]2[N:7]=1. The catalyst class is: 5. (3) Reactant: [CH3:1][O:2][CH2:3][CH2:4][CH2:5][O:6][CH:7]([C:19]1[CH:24]=[CH:23][CH:22]=[CH:21][CH:20]=1)[CH:8]1[CH2:13][CH2:12][CH2:11][N:10]([CH2:14][C:15]([O:17]C)=[O:16])[CH2:9]1.[Li+:25].[OH-]. Product: [CH3:1][O:2][CH2:3][CH2:4][CH2:5][O:6][CH:7]([C:19]1[CH:20]=[CH:21][CH:22]=[CH:23][CH:24]=1)[CH:8]1[CH2:13][CH2:12][CH2:11][N:10]([CH2:14][C:15]([O-:17])=[O:16])[CH2:9]1.[Li+:25]. The catalyst class is: 5. (4) Reactant: [CH3:1][S:2]([C:5]1[CH:10]=[CH:9][C:8]([C:11](=O)[CH3:12])=[CH:7][CH:6]=1)(=[O:4])=[O:3].[CH2:14]([NH2:17])[CH2:15][NH2:16].[BH4-].[Na+].Cl. Product: [CH3:1][S:2]([C:5]1[CH:10]=[CH:9][C:8]([CH:11]([NH:16][CH2:15][CH2:14][NH2:17])[CH3:12])=[CH:7][CH:6]=1)(=[O:4])=[O:3]. The catalyst class is: 111. (5) Reactant: C([O:4][CH2:5][C:6]1[C:7]([N:38]2[CH2:50][CH2:49][N:41]3[C:42]4[CH2:43][CH2:44][CH2:45][CH2:46][C:47]=4[CH:48]=[C:40]3[C:39]2=[O:51])=[N:8][CH:9]=[CH:10][C:11]=1[C:12]1[CH:17]=[C:16]([NH:18][C:19]2[CH:24]=[N:23][C:22]([N:25]3[CH2:30][CH2:29][N:28]([CH:31]4[CH2:34][O:33][CH2:32]4)[CH2:27][C@@H:26]3[CH3:35])=[CH:21][N:20]=2)[C:15](=[O:36])[N:14]([CH3:37])[CH:13]=1)(=O)C.[OH-].[Li+]. Product: [OH:4][CH2:5][C:6]1[C:7]([N:38]2[CH2:50][CH2:49][N:41]3[C:42]4[CH2:43][CH2:44][CH2:45][CH2:46][C:47]=4[CH:48]=[C:40]3[C:39]2=[O:51])=[N:8][CH:9]=[CH:10][C:11]=1[C:12]1[CH:17]=[C:16]([NH:18][C:19]2[CH:24]=[N:23][C:22]([N:25]3[CH2:30][CH2:29][N:28]([CH:31]4[CH2:32][O:33][CH2:34]4)[CH2:27][C@@H:26]3[CH3:35])=[CH:21][N:20]=2)[C:15](=[O:36])[N:14]([CH3:37])[CH:13]=1. The catalyst class is: 854. (6) Reactant: C[O:2][C:3](=[O:18])[CH:4]([C:10]1[CH:15]=[CH:14][C:13]([O:16]C)=[CH:12][CH:11]=1)[CH2:5][C:6]([O:8]C)=[O:7]. Product: [OH:16][C:13]1[CH:14]=[CH:15][C:10]([CH:4]([CH2:5][C:6]([OH:8])=[O:7])[C:3]([OH:18])=[O:2])=[CH:11][CH:12]=1. The catalyst class is: 201. (7) Reactant: [F:1][C:2]([F:23])([F:22])[C:3](=O)[CH:4]([CH2:10][C:11]1[CH:16]=[CH:15][C:14]([N+:17]([O-:19])=[O:18])=[C:13]([CH3:20])[CH:12]=1)[C:5](OCC)=[O:6].O.[NH2:25][NH2:26].C1(C)C=CC(S(O)(=O)=O)=CC=1. Product: [CH3:20][C:13]1[CH:12]=[C:11]([CH:16]=[CH:15][C:14]=1[N+:17]([O-:19])=[O:18])[CH2:10][CH:4]1[C:3]([C:2]([F:23])([F:22])[F:1])=[N:26][NH:25][C:5]1=[O:6]. The catalyst class is: 11. (8) Reactant: [CH3:1][N:2]1[C:6]([NH:7][C:8]([C:21]2[CH:26]=[CH:25][CH:24]=[CH:23][CH:22]=2)([C:15]2[CH:20]=[CH:19][CH:18]=[CH:17][CH:16]=2)[C:9]2[CH:14]=[CH:13][CH:12]=[CH:11][CH:10]=2)=[C:5]([NH:27][CH:28]=[O:29])[CH:4]=[N:3]1.[H-].[Na+].Br[CH2:33][CH2:34][NH:35][C:36]([C:49]1[CH:54]=[CH:53][CH:52]=[CH:51][CH:50]=1)([C:43]1[CH:48]=[CH:47][CH:46]=[CH:45][CH:44]=1)[C:37]1[CH:42]=[CH:41][CH:40]=[CH:39][CH:38]=1.[Na+].[I-].OS([O-])(=O)=O.[K+]. Product: [CH3:1][N:2]1[C:6]([NH:7][C:8]([C:15]2[CH:20]=[CH:19][CH:18]=[CH:17][CH:16]=2)([C:21]2[CH:22]=[CH:23][CH:24]=[CH:25][CH:26]=2)[C:9]2[CH:10]=[CH:11][CH:12]=[CH:13][CH:14]=2)=[C:5]([N:27]([CH2:33][CH2:34][NH:35][C:36]([C:43]2[CH:48]=[CH:47][CH:46]=[CH:45][CH:44]=2)([C:37]2[CH:38]=[CH:39][CH:40]=[CH:41][CH:42]=2)[C:49]2[CH:54]=[CH:53][CH:52]=[CH:51][CH:50]=2)[CH:28]=[O:29])[CH:4]=[N:3]1. The catalyst class is: 3.